Dataset: NCI-60 drug combinations with 297,098 pairs across 59 cell lines. Task: Regression. Given two drug SMILES strings and cell line genomic features, predict the synergy score measuring deviation from expected non-interaction effect. (1) Drug 1: C1=NC(=NC(=O)N1C2C(C(C(O2)CO)O)O)N. Drug 2: CC1CCCC2(C(O2)CC(NC(=O)CC(C(C(=O)C(C1O)C)(C)C)O)C(=CC3=CSC(=N3)C)C)C. Cell line: SNB-19. Synergy scores: CSS=48.4, Synergy_ZIP=3.89, Synergy_Bliss=2.82, Synergy_Loewe=-9.47, Synergy_HSA=2.57. (2) Drug 1: CN1C(=O)N2C=NC(=C2N=N1)C(=O)N. Drug 2: CC1CCC2CC(C(=CC=CC=CC(CC(C(=O)C(C(C(=CC(C(=O)CC(OC(=O)C3CCCCN3C(=O)C(=O)C1(O2)O)C(C)CC4CCC(C(C4)OC)OP(=O)(C)C)C)C)O)OC)C)C)C)OC. Cell line: T-47D. Synergy scores: CSS=18.8, Synergy_ZIP=17.0, Synergy_Bliss=19.7, Synergy_Loewe=-13.0, Synergy_HSA=8.01. (3) Drug 1: CC1=C(C=C(C=C1)C(=O)NC2=CC(=CC(=C2)C(F)(F)F)N3C=C(N=C3)C)NC4=NC=CC(=N4)C5=CN=CC=C5. Drug 2: CC1C(C(CC(O1)OC2CC(CC3=C2C(=C4C(=C3O)C(=O)C5=C(C4=O)C(=CC=C5)OC)O)(C(=O)CO)O)N)O.Cl. Cell line: HCT-15. Synergy scores: CSS=15.8, Synergy_ZIP=4.63, Synergy_Bliss=3.13, Synergy_Loewe=-3.47, Synergy_HSA=0.284. (4) Drug 1: CC1=C(C(=O)C2=C(C1=O)N3CC4C(C3(C2COC(=O)N)OC)N4)N. Drug 2: COC1=C2C(=CC3=C1OC=C3)C=CC(=O)O2. Cell line: OVCAR-8. Synergy scores: CSS=24.0, Synergy_ZIP=-9.01, Synergy_Bliss=0.0324, Synergy_Loewe=-16.5, Synergy_HSA=0.293.